This data is from CYP2C9 inhibition data for predicting drug metabolism from PubChem BioAssay. The task is: Regression/Classification. Given a drug SMILES string, predict its absorption, distribution, metabolism, or excretion properties. Task type varies by dataset: regression for continuous measurements (e.g., permeability, clearance, half-life) or binary classification for categorical outcomes (e.g., BBB penetration, CYP inhibition). Dataset: cyp2c9_veith. (1) The compound is CCSC[C@@H](N)C(=O)O. The result is 0 (non-inhibitor). (2) The molecule is O=C(O)Cc1cccnc1C(=O)O. The result is 0 (non-inhibitor). (3) The molecule is CCOC(=O)CCN1C(=O)[C@H]2CC[C@H]3/C(=N\NC(=O)OCc4ccccc4)C[C@@H](O)[C@@H](O)[C@@H]3[C@@H]2C1=O. The result is 0 (non-inhibitor). (4) The drug is CCN(CC)S(=O)(=O)c1cc(-c2nn(C)c(=O)c3ccccc23)ccc1C. The result is 1 (inhibitor). (5) The drug is O=C1CCCN1CC#CCN1CCCC1. The result is 1 (inhibitor). (6) The molecule is COc1ncc2nc(-c3cccs3)c(=O)n(Cc3cccs3)c2n1. The result is 1 (inhibitor). (7) The drug is CCN1CCCC1CNC(=O)CCNC(=O)c1cc(OC)c(OC)c(OC)c1. The result is 0 (non-inhibitor). (8) The compound is Cc1ccc(/C=N\NC(=O)c2cc(OCC(F)(F)F)ccc2OCC(F)(F)F)cc1. The result is 0 (non-inhibitor). (9) The molecule is CCc1cc2c(nc1CC)CCN(CC/C(C)=N/O[C@@H](C)CN1CCCc3nc(C)c(C)cc31)C2. The result is 0 (non-inhibitor). (10) The result is 1 (inhibitor). The molecule is CCCc1ccc(C2C3=C(CC(C)(C)CC3=O)NC3=C2C(=O)c2ccccc23)cc1.